Dataset: Catalyst prediction with 721,799 reactions and 888 catalyst types from USPTO. Task: Predict which catalyst facilitates the given reaction. (1) Reactant: [NH2:1][C:2]1[CH:3]=[C:4]([CH:9]=[CH:10][N:11]=1)[C:5]([O:7][CH3:8])=[O:6].[N:12]1[CH:17]=CC=CC=1.ClC(OC1C=CC([N+]([O-])=O)=CC=1)=O.[OH2:31].[NH2:32]N. The catalyst class is: 217. Product: [NH:12]([C:17]([NH:1][C:2]1[CH:3]=[C:4]([CH:9]=[CH:10][N:11]=1)[C:5]([O:7][CH3:8])=[O:6])=[O:31])[NH2:32]. (2) Reactant: C([O:3][C:4]([CH:6]1[CH2:11][CH2:10][CH2:9][N:8]([C:12]([O:14][CH2:15][C:16]2[CH:21]=[CH:20][CH:19]=[CH:18][CH:17]=2)=[O:13])[CH2:7]1)=[O:5])C.[CH3:22][Si]([N-][Si](C)(C)C)(C)C.[Li+].IC. Product: [CH2:15]([O:14][C:12]([N:8]1[CH2:9][CH2:10][CH2:11][C:6]([CH3:22])([C:4]([OH:3])=[O:5])[CH2:7]1)=[O:13])[C:16]1[CH:17]=[CH:18][CH:19]=[CH:20][CH:21]=1. The catalyst class is: 1. (3) Reactant: [CH3:1][N:2]1[C:7](=[O:8])[CH:6]=[C:5]([N:9]2[CH2:14][CH2:13][O:12][CH2:11][CH2:10]2)[N:4]=[C:3]1[CH2:15][C:16]([O-:18])=O.[Na+].[NH2:20][C:21]1[CH:26]=[CH:25][CH:24]=[CH:23][CH:22]=1.Cl.CN(C)CCCN=C=NCC. Product: [CH3:1][N:2]1[C:7](=[O:8])[CH:6]=[C:5]([N:9]2[CH2:10][CH2:11][O:12][CH2:13][CH2:14]2)[N:4]=[C:3]1[CH2:15][C:16]([NH:20][C:21]1[CH:26]=[CH:25][CH:24]=[CH:23][CH:22]=1)=[O:18]. The catalyst class is: 672.